Dataset: Forward reaction prediction with 1.9M reactions from USPTO patents (1976-2016). Task: Predict the product of the given reaction. (1) Given the reactants C([Li])CCC.CCCCCC.CCN(C(C)C)C(C)C.[Cl:21][C:22]1[CH:27]=[CH:26][C:25]([N:28]2[CH:36]=[C:35]3[C:30]([CH:31]=[CH:32][CH:33]=[CH:34]3)=[N:29]2)=[CH:24][CH:23]=1.[CH:37]1([CH:43]=[O:44])[CH2:42][CH2:41][CH2:40][CH2:39][CH2:38]1, predict the reaction product. The product is: [Cl:21][C:22]1[CH:27]=[CH:26][C:25]([N:28]2[C:36]([CH:43]([CH:37]3[CH2:42][CH2:41][CH2:40][CH2:39][CH2:38]3)[OH:44])=[C:35]3[C:30]([CH:31]=[CH:32][CH:33]=[CH:34]3)=[N:29]2)=[CH:24][CH:23]=1. (2) The product is: [O:21]1[C:22]2[CH:28]=[CH:27][CH:26]=[CH:25][C:23]=2[N:24]=[C:20]1[CH:18]([OH:19])[C@@H:17]([NH:16][C:3](=[O:5])[C:2]([F:1])([F:15])[CH2:6][CH2:7][CH2:8][C:9]1[CH:14]=[CH:13][CH:12]=[CH:11][CH:10]=1)[CH2:29][CH2:30][CH3:31]. Given the reactants [F:1][C:2]([F:15])([CH2:6][CH2:7][CH2:8][C:9]1[CH:14]=[CH:13][CH:12]=[CH:11][CH:10]=1)[C:3]([OH:5])=O.[NH2:16][CH:17]([CH2:29][CH2:30][CH3:31])[C@@H:18]([C:20]1[O:21][C:22]2[CH:28]=[CH:27][CH:26]=[CH:25][C:23]=2[N:24]=1)[OH:19].CN(C(ON1N=NC2C=CC=NC1=2)=[N+](C)C)C.F[P-](F)(F)(F)(F)F.C(N(CC)C(C)C)(C)C, predict the reaction product. (3) Given the reactants Br[C:2]1[CH:7]=[CH:6][C:5]([O:8][CH3:9])=[C:4]([O:10][CH2:11][CH2:12][CH2:13][O:14][CH3:15])[CH:3]=1.[CH2:16]([O:23][CH2:24][C:25]([CH3:30])([CH3:29])[C:26](=[O:28])[CH3:27])[C:17]1[CH:22]=[CH:21][CH:20]=[CH:19][CH:18]=1.[Li+].C[Si]([N-][Si](C)(C)C)(C)C.Cl, predict the reaction product. The product is: [CH2:16]([O:23][CH2:24][C:25]([CH3:30])([CH3:29])[C:26](=[O:28])[CH2:27][C:2]1[CH:7]=[CH:6][C:5]([O:8][CH3:9])=[C:4]([O:10][CH2:11][CH2:12][CH2:13][O:14][CH3:15])[CH:3]=1)[C:17]1[CH:22]=[CH:21][CH:20]=[CH:19][CH:18]=1. (4) Given the reactants C(O)CC[CH2:4][CH2:5][OH:6].C(O)CCCCCO.[CH2:16]([C:18](CO)(C)[C:19]([OH:21])=[O:20])O.[O:25]=[C:26]=[N:27]C1CC(C)(C)CC(C)(CN=C=O)C1.C(OCCO)(=O)C=C, predict the reaction product. The product is: [C:19]([OH:21])(=[O:20])[CH:18]=[CH2:16].[NH2:27][C:26]([O:6][CH2:5][CH3:4])=[O:25]. (5) The product is: [CH2:33]([N:21]1[CH:22]=[C:23]([C:25]2[CH:30]=[CH:29][C:28]([Cl:31])=[CH:27][C:26]=2[Cl:32])[N:24]=[C:20]1[C@@:19]([NH2:37])([S:46]([CH2:45][C:39]1[CH:44]=[CH:43][CH:42]=[CH:41][CH:40]=1)(=[O:48])=[O:47])[CH2:18][C:15]1[CH:16]=[CH:17][C:12]([O:11][C:8]2[CH:9]=[CH:10][C:5]([C:4]([OH:38])=[O:3])=[CH:6][CH:7]=2)=[CH:13][CH:14]=1)[CH2:34][CH2:35][CH3:36]. Given the reactants Cl.C[O:3][C:4](=[O:38])[C:5]1[CH:10]=[CH:9][C:8]([O:11][C:12]2[CH:17]=[CH:16][C:15]([CH2:18][C@H:19]([NH2:37])[C:20]3[N:21]([CH2:33][CH2:34][CH2:35][CH3:36])[CH:22]=[C:23]([C:25]4[CH:30]=[CH:29][C:28]([Cl:31])=[CH:27][C:26]=4[Cl:32])[N:24]=3)=[CH:14][CH:13]=2)=[CH:7][CH:6]=1.[C:39]1([CH2:45][S:46](Cl)(=[O:48])=[O:47])[CH:44]=[CH:43][CH:42]=[CH:41][CH:40]=1, predict the reaction product. (6) Given the reactants [NH2:1][CH:2]([C:6]#[N:7])[C:3]([NH2:5])=[O:4].Cl.[C:9](=[NH:14])(OCC)[CH3:10].[CH2:15](N)[CH2:16][CH3:17], predict the reaction product. The product is: [NH2:7][C:6]1[N:14]([CH2:15][CH2:16][CH3:17])[C:9]([CH3:10])=[N:1][C:2]=1[C:3]([NH2:5])=[O:4].